From a dataset of Catalyst prediction with 721,799 reactions and 888 catalyst types from USPTO. Predict which catalyst facilitates the given reaction. (1) Reactant: [OH:1][CH2:2][CH:3]1[C:24]2[C:19](=[CH:20][CH:21]=[CH:22][CH:23]=2)[O:18][C:5]2([CH2:10][CH2:9][N:8](C(OC(C)(C)C)=O)[CH2:7][CH2:6]2)[CH2:4]1.[ClH:25]. Product: [ClH:25].[NH:8]1[CH2:9][CH2:10][C:5]2([CH2:4][CH:3]([CH2:2][OH:1])[C:24]3[C:19](=[CH:20][CH:21]=[CH:22][CH:23]=3)[O:18]2)[CH2:6][CH2:7]1. The catalyst class is: 2. (2) Reactant: O.[NH2:2][NH2:3].[C:4]([C:12]1[CH:21]=[C:20]([F:22])[CH:19]=[CH:18][C:13]=1[C:14](OC)=[O:15])(=O)[C:5]1[CH:10]=[CH:9][CH:8]=[CH:7][CH:6]=1. Product: [F:22][C:20]1[CH:21]=[C:12]2[C:13](=[CH:18][CH:19]=1)[C:14](=[O:15])[NH:3][N:2]=[C:4]2[C:5]1[CH:10]=[CH:9][CH:8]=[CH:7][CH:6]=1. The catalyst class is: 14. (3) Reactant: [NH2:1][C:2]1[CH:3]=[CH:4][C:5]([O:12][CH:13]([C:20]2[CH:25]=[CH:24][C:23]([C:26]([F:29])([F:28])[F:27])=[CH:22][CH:21]=2)[C:14]2[CH:19]=[CH:18][CH:17]=[CH:16][CH:15]=2)=[C:6]([CH:11]=1)[C:7]([O:9][CH3:10])=[O:8].C(N(C(C)C)CC)(C)C.C1C(=O)N(OC(ON2C(=O)CCC2=O)=O)[C:41](=[O:42])C1.[NH2:57][C:58]1[CH:59]=[CH:60][C:61]([O:68][CH3:69])=[C:62]([C:64]([F:67])([F:66])[F:65])[CH:63]=1. Product: [CH3:69][O:68][C:61]1[CH:60]=[CH:59][C:58]([NH:57][C:41]([NH:1][C:2]2[CH:3]=[CH:4][C:5]([O:12][CH:13]([C:14]3[CH:19]=[CH:18][CH:17]=[CH:16][CH:15]=3)[C:20]3[CH:21]=[CH:22][C:23]([C:26]([F:27])([F:28])[F:29])=[CH:24][CH:25]=3)=[C:6]([CH:11]=2)[C:7]([O:9][CH3:10])=[O:8])=[O:42])=[CH:63][C:62]=1[C:64]([F:66])([F:67])[F:65]. The catalyst class is: 192. (4) Reactant: Br[CH2:2][C:3]([O:5]C(C)(C)C)=[O:4].[O:10]=[C:11]1[NH:20][CH:19]([C:21]2[CH:28]=[CH:27][C:24]([C:25]#[N:26])=[CH:23][C:22]=2[S:29]([CH3:32])(=[O:31])=[O:30])[C:18]2[C:17](=[O:33])[CH2:16][CH2:15][CH2:14][C:13]=2[N:12]1[C:34]1[CH:39]=[CH:38][CH:37]=[C:36]([C:40]([F:43])([F:42])[F:41])[CH:35]=1.C(=O)([O-])[O-].[Cs+].[Cs+].FC(F)(F)C(O)=O. Product: [C:25]([C:24]1[CH:27]=[CH:28][C:21]([CH:19]2[C:18]3[C:17](=[O:33])[CH2:16][CH2:15][CH2:14][C:13]=3[N:12]([C:34]3[CH:39]=[CH:38][CH:37]=[C:36]([C:40]([F:42])([F:43])[F:41])[CH:35]=3)[C:11](=[O:10])[N:20]2[CH2:2][C:3]([OH:5])=[O:4])=[C:22]([S:29]([CH3:32])(=[O:31])=[O:30])[CH:23]=1)#[N:26]. The catalyst class is: 35. (5) Reactant: FC(F)(F)C(O)=O.[Cl:8][C:9]1[CH:10]=[C:11]([C:19]2[S:23][C:22]([C:24]3[C:25]([CH3:34])=[C:26]4[C:31](=[CH:32][CH:33]=3)[CH2:30][NH:29][CH2:28][CH2:27]4)=[N:21][N:20]=2)[CH:12]=[CH:13][C:14]=1[O:15][CH:16]([CH3:18])[CH3:17].[CH3:35][C:36]1([CH3:43])[O:41][CH2:40][C:39](=O)[CH2:38][O:37]1.C(O[BH-](OC(=O)C)OC(=O)C)(=O)C.[Na+].C(=O)([O-])O.[Na+]. Product: [Cl:8][C:9]1[CH:10]=[C:11]([C:19]2[S:23][C:22]([C:24]3[C:25]([CH3:34])=[C:26]4[C:31](=[CH:32][CH:33]=3)[CH2:30][N:29]([CH:39]3[CH2:40][O:41][C:36]([CH3:43])([CH3:35])[O:37][CH2:38]3)[CH2:28][CH2:27]4)=[N:21][N:20]=2)[CH:12]=[CH:13][C:14]=1[O:15][CH:16]([CH3:18])[CH3:17]. The catalyst class is: 2. (6) Reactant: [CH3:1][C:2]1([CH3:27])[C:6]2[C:7]([O:11][C:12]3[N:17]=[CH:16][C:15]([NH:18][C:19](=[O:26])[C@@H:20]([C:22]([CH3:25])([CH3:24])[CH3:23])[NH2:21])=[CH:14][N:13]=3)=[CH:8][CH:9]=[CH:10][C:5]=2[O:4][CH2:3]1.C(N(CC)CC)C.Cl[C:36](Cl)([O:38]C(=O)OC(Cl)(Cl)Cl)Cl.O. Product: [CH3:1][C:2]1([CH3:27])[C:6]2[C:7]([O:11][C:12]3[N:17]=[CH:16][C:15]([N:18]4[C:19](=[O:26])[C@@H:20]([C:22]([CH3:25])([CH3:24])[CH3:23])[NH:21][C:36]4=[O:38])=[CH:14][N:13]=3)=[CH:8][CH:9]=[CH:10][C:5]=2[O:4][CH2:3]1. The catalyst class is: 4. (7) Reactant: [OH:1][C:2]1[CH:7]=[CH:6][C:5]([S:8](Cl)(=[O:10])=[O:9])=[CH:4][CH:3]=1.[CH3:12][O:13][C:14](=[O:26])[CH2:15][NH:16][CH2:17][C:18]1[CH:23]=[CH:22][C:21]([O:24][CH3:25])=[CH:20][CH:19]=1.C(N(CC)CC)C.Cl. Product: [CH3:12][O:13][C:14](=[O:26])[CH2:15][N:16]([S:8]([C:5]1[CH:6]=[CH:7][C:2]([OH:1])=[CH:3][CH:4]=1)(=[O:10])=[O:9])[CH2:17][C:18]1[CH:19]=[CH:20][C:21]([O:24][CH3:25])=[CH:22][CH:23]=1. The catalyst class is: 2.